From a dataset of Peptide-MHC class I binding affinity with 185,985 pairs from IEDB/IMGT. Regression. Given a peptide amino acid sequence and an MHC pseudo amino acid sequence, predict their binding affinity value. This is MHC class I binding data. (1) The peptide sequence is SARTNCLAV. The MHC is HLA-B57:01 with pseudo-sequence HLA-B57:01. The binding affinity (normalized) is 0.0847. (2) The peptide sequence is KYCWNLLQY. The MHC is HLA-B58:01 with pseudo-sequence HLA-B58:01. The binding affinity (normalized) is 0.101. (3) The peptide sequence is YVILVGAAF. The MHC is HLA-A26:01 with pseudo-sequence HLA-A26:01. The binding affinity (normalized) is 0.0847. (4) The peptide sequence is DIKLDAVLDR. The MHC is HLA-A03:01 with pseudo-sequence HLA-A03:01. The binding affinity (normalized) is 0.0169. (5) The peptide sequence is IVKQGRDAL. The MHC is HLA-A02:03 with pseudo-sequence HLA-A02:03. The binding affinity (normalized) is 0.0847. (6) The peptide sequence is ELRSLYNTV. The MHC is HLA-A02:02 with pseudo-sequence HLA-A02:02. The binding affinity (normalized) is 0.00660.